Dataset: Catalyst prediction with 721,799 reactions and 888 catalyst types from USPTO. Task: Predict which catalyst facilitates the given reaction. Product: [CH3:1][C:2]1[C:3]([O:25][CH:26]([CH3:28])[CH3:27])=[CH:4][C:5]2[NH:9][C:8](=[O:10])[N:7]([CH:11]3[CH2:12][CH2:13][NH:14][CH2:15][CH2:16]3)[C:6]=2[CH:24]=1. The catalyst class is: 4. Reactant: [CH3:1][C:2]1[C:3]([O:25][CH:26]([CH3:28])[CH3:27])=[CH:4][C:5]2[NH:9][C:8](=[O:10])[N:7]([CH:11]3[CH2:16][CH2:15][N:14](C(OC(C)(C)C)=O)[CH2:13][CH2:12]3)[C:6]=2[CH:24]=1.FC(F)(F)C(O)=O.